The task is: Predict the reactants needed to synthesize the given product.. This data is from Full USPTO retrosynthesis dataset with 1.9M reactions from patents (1976-2016). (1) Given the product [Br:1][C:2]1[C:3]([N:23]2[CH2:27][CH2:26][C@@H:25]([OH:28])[CH2:24]2)=[N:4][CH:5]=[C:6]([CH:21]=1)[C:7]([NH:9][C:10]1[CH:15]=[CH:14][C:13]([O:16][C:17]([Cl:20])([F:19])[F:18])=[CH:12][CH:11]=1)=[O:8], predict the reactants needed to synthesize it. The reactants are: [Br:1][C:2]1[C:3](Cl)=[N:4][CH:5]=[C:6]([CH:21]=1)[C:7]([NH:9][C:10]1[CH:15]=[CH:14][C:13]([O:16][C:17]([Cl:20])([F:19])[F:18])=[CH:12][CH:11]=1)=[O:8].[NH:23]1[CH2:27][CH2:26][C@@H:25]([OH:28])[CH2:24]1.CCN(C(C)C)C(C)C. (2) Given the product [NH2:1][C:2]1[N:23]=[C:22]([C:55]#[C:54][CH2:53][O:52][CH3:51])[CH:21]=[CH:20][C:3]=1[C:4]([NH:6][CH2:7][C:8]1[S:9][C:10]([O:13][C:14]2[CH:19]=[CH:18][CH:17]=[CH:16][CH:15]=2)=[CH:11][CH:12]=1)=[O:5], predict the reactants needed to synthesize it. The reactants are: [NH2:1][C:2]1[N:23]=[C:22](Cl)[CH:21]=[CH:20][C:3]=1[C:4]([NH:6][CH2:7][C:8]1[S:9][C:10]([O:13][C:14]2[CH:19]=[CH:18][CH:17]=[CH:16][CH:15]=2)=[CH:11][CH:12]=1)=[O:5].C1C=CC(CC(NCN[C@H](C(O)=O)CC2C=CC([N+]([O-])=O)=CC=2)=O)=CC=1.[CH3:51][O:52][CH2:53][C:54]#[CH:55].C(N(C(C)C)CC)(C)C.N1C=CC=CC=1.